Dataset: Catalyst prediction with 721,799 reactions and 888 catalyst types from USPTO. Task: Predict which catalyst facilitates the given reaction. (1) Reactant: [C:1]1([CH:7]2[C:12]3[CH:13]=[CH:14][S:15][C:11]=3[CH2:10][CH2:9][NH:8]2)[CH:6]=[CH:5][CH:4]=[CH:3][CH:2]=1.CN(C(ON1N=NC2C=CC=NC1=2)=[N+](C)C)C.F[P-](F)(F)(F)(F)F.CCN(CC)CC.[CH3:47][O:48][C:49](=[O:56])[CH2:50][C@@H:51]([CH3:55])[C:52](O)=[O:53]. Product: [CH3:47][O:48][C:49](=[O:56])[CH2:50][C@@H:51]([CH3:55])[C:52](=[O:53])[N:8]1[CH2:9][CH2:10][C:11]2[S:15][CH:14]=[CH:13][C:12]=2[CH:7]1[C:1]1[CH:2]=[CH:3][CH:4]=[CH:5][CH:6]=1. The catalyst class is: 721. (2) Reactant: O.NN.C(OC([C:9]1[O:13][C:12]([CH2:14][O:15][C:16]2[CH:21]=[CH:20][CH:19]=[CH:18][CH:17]=2)=[N:11][C:10]=1[CH2:22][CH2:23][CH2:24][N:25]1[C:33](=[O:34])C2C(=CC=CC=2)C1=O)=O)C. Product: [O:15]([CH2:14][C:12]1[O:13][C:9]2[C:33](=[O:34])[NH:25][CH2:24][CH2:23][CH2:22][C:10]=2[N:11]=1)[C:16]1[CH:17]=[CH:18][CH:19]=[CH:20][CH:21]=1. The catalyst class is: 88.